This data is from Full USPTO retrosynthesis dataset with 1.9M reactions from patents (1976-2016). The task is: Predict the reactants needed to synthesize the given product. (1) Given the product [CH3:26][N:27]1[C:4]2[CH2:3][CH2:2][O:1][CH2:6][C:5]=2[C:19]([C:20]([O:22][CH2:23][CH3:24])=[O:21])=[N:28]1, predict the reactants needed to synthesize it. The reactants are: [O:1]1[CH2:6][CH2:5][C:4](=O)[CH2:3][CH2:2]1.C[Si]([N-][Si](C)(C)C)(C)C.[Li+].Cl[C:19](=O)[C:20]([O:22][CH2:23][CH3:24])=[O:21].[CH3:26][NH:27][NH2:28]. (2) Given the product [F:22][C:19]1[CH:20]=[CH:21][C:16]([CH2:15][C:13]2[CH:14]=[C:9]3[C:10]([C:23]([OH:24])=[C:5]([C:4]([O:3][CH2:1][CH3:2])=[O:32])[C:6](=[O:7])[N:8]3[CH2:28][CH:29]([CH3:31])[CH3:30])=[N:11][CH:12]=2)=[CH:17][CH:18]=1, predict the reactants needed to synthesize it. The reactants are: [CH2:1]([O:3][C:4](=[O:32])[CH2:5][C:6]([N:8]([CH2:28][CH:29]([CH3:31])[CH3:30])[C:9]1[C:10]([C:23](OCC)=[O:24])=[N:11][CH:12]=[C:13]([CH2:15][C:16]2[CH:21]=[CH:20][C:19]([F:22])=[CH:18][CH:17]=2)[CH:14]=1)=[O:7])[CH3:2].[O-]CC.[Na+]. (3) The reactants are: F[C:2]1[CH:3]=[C:4]([CH:7]=[CH:8][CH:9]=1)[C:5]#[N:6].[CH2:10]([O:12][C:13](=[O:25])[C:14]([O:17][C:18]1[CH:23]=[CH:22][C:21]([OH:24])=[CH:20][CH:19]=1)([CH3:16])[CH3:15])[CH3:11].OCC1(OC[C@@H](O)[C@@H](O)[C@H]1O)O. Given the product [CH2:10]([O:12][C:13](=[O:25])[C:14]([O:17][C:18]1[CH:19]=[CH:20][C:21]([O:24][C:2]2[CH:9]=[CH:8][CH:7]=[C:4]([CH2:5][NH2:6])[CH:3]=2)=[CH:22][CH:23]=1)([CH3:16])[CH3:15])[CH3:11], predict the reactants needed to synthesize it. (4) Given the product [CH:1]1([CH2:6][C:7]2[C:8]3[CH2:29][N:28]([CH3:30])[CH2:27][CH2:26][C:9]=3[N:10]=[C:11]([NH:13][C:14]3[CH:15]=[CH:16][C:17]([N:20]4[CH:24]=[CH:23][N:22]=[C:21]4[CH3:25])=[CH:18][CH:19]=3)[N:12]=2)[CH2:2][CH2:3][CH2:4][CH2:5]1, predict the reactants needed to synthesize it. The reactants are: [CH:1]1([CH2:6][C:7]2[C:8]3[CH2:29][NH:28][CH2:27][CH2:26][C:9]=3[N:10]=[C:11]([NH:13][C:14]3[CH:19]=[CH:18][C:17]([N:20]4[CH:24]=[CH:23][N:22]=[C:21]4[CH3:25])=[CH:16][CH:15]=3)[N:12]=2)[CH2:5][CH2:4][CH2:3][CH2:2]1.[CH2:30]=O. (5) Given the product [O:1]([C:2]1[CH:3]=[CH:4][C:5]([CH2:8][C:9]([NH:12][C:13](=[O:22])[O:14][CH2:15][C:16]2[CH:21]=[CH:20][CH:19]=[CH:18][CH:17]=2)([CH3:11])[CH3:10])=[CH:6][CH:7]=1)[CH2:23][CH3:24], predict the reactants needed to synthesize it. The reactants are: [OH:1][C:2]1[CH:7]=[CH:6][C:5]([CH2:8][C:9]([NH:12][C:13](=[O:22])[O:14][CH2:15][C:16]2[CH:21]=[CH:20][CH:19]=[CH:18][CH:17]=2)([CH3:11])[CH3:10])=[CH:4][CH:3]=1.[CH2:23](I)[CH3:24].C(=O)([O-])[O-].[K+].[K+].